This data is from Peptide-MHC class I binding affinity with 185,985 pairs from IEDB/IMGT. The task is: Regression. Given a peptide amino acid sequence and an MHC pseudo amino acid sequence, predict their binding affinity value. This is MHC class I binding data. (1) The peptide sequence is YTIYGAWMF. The MHC is HLA-B45:06 with pseudo-sequence HLA-B45:06. The binding affinity (normalized) is 0.213. (2) The peptide sequence is ILRGTSFVYV. The MHC is Patr-A0301 with pseudo-sequence Patr-A0301. The binding affinity (normalized) is 0.0356. (3) The peptide sequence is LLIKTLSPA. The MHC is HLA-A02:03 with pseudo-sequence HLA-A02:03. The binding affinity (normalized) is 1.00. (4) The peptide sequence is VSPLAVTWW. The MHC is HLA-A69:01 with pseudo-sequence HLA-A69:01. The binding affinity (normalized) is 0.0847.